From a dataset of Catalyst prediction with 721,799 reactions and 888 catalyst types from USPTO. Predict which catalyst facilitates the given reaction. (1) Reactant: C[Si]([N-][Si](C)(C)C)(C)C.[Li+].[CH3:11][O:12][C:13]1[CH:30]=[CH:29][C:28]2[C@@H:27]3[C@H:18]([C@@H:19]4[C@@:23]([CH2:25][CH2:26]3)([CH3:24])[C:22](=[O:31])[CH2:21][CH2:20]4)[C@H:17]([CH3:32])[CH2:16][C:15]=2[CH:14]=1.I[CH3:34].[Cl-].[NH4+]. Product: [CH3:11][O:12][C:13]1[CH:30]=[CH:29][C:28]2[C@@H:27]3[C@H:18]([C@@H:19]4[C@@:23]([CH2:25][CH2:26]3)([CH3:24])[C:22](=[O:31])[C@@H:21]([CH3:34])[CH2:20]4)[C@H:17]([CH3:32])[CH2:16][C:15]=2[CH:14]=1. The catalyst class is: 7. (2) Reactant: [NH2:1][C:2]1[C:7]([NH2:8])=[C:6]([NH:9][C:10]23[C:16]([CH3:18])([CH3:17])[C:13]([CH3:19])([CH2:14][CH2:15]2)[C:12](=[O:20])[CH2:11]3)[C:5]([Cl:21])=[CH:4][N:3]=1.[O:22]1[CH2:27][CH2:26][N:25]([C:28]2[CH:35]=[CH:34][C:31]([CH:32]=O)=[CH:30][CH:29]=2)[CH2:24][CH2:23]1.C([O-])(=O)C.[NH4+]. Product: [Cl:21][C:5]1[C:6]([NH:9][C:10]23[C:16]([CH3:17])([CH3:18])[C:13]([CH3:19])([CH2:14][CH2:15]2)[C:12](=[O:20])[CH2:11]3)=[C:7]2[N:8]=[C:32]([C:31]3[CH:30]=[CH:29][C:28]([N:25]4[CH2:26][CH2:27][O:22][CH2:23][CH2:24]4)=[CH:35][CH:34]=3)[NH:1][C:2]2=[N:3][CH:4]=1. The catalyst class is: 14. (3) Reactant: [Cl:1][C:2]1[N:3]=[C:4](Cl)[C:5]2[N:10]=[N:9][N:8]([CH2:11][C:12]3[CH:17]=[CH:16][CH:15]=[CH:14][C:13]=3[Cl:18])[C:6]=2[N:7]=1.CCN(C(C)C)C(C)C.Cl.[F:30][C:31]1([F:36])[CH2:35][CH2:34][NH:33][CH2:32]1. Product: [Cl:1][C:2]1[N:3]=[C:4]([N:33]2[CH2:34][CH2:35][C:31]([F:36])([F:30])[CH2:32]2)[C:5]2[N:10]=[N:9][N:8]([CH2:11][C:12]3[CH:17]=[CH:16][CH:15]=[CH:14][C:13]=3[Cl:18])[C:6]=2[N:7]=1. The catalyst class is: 2. (4) Reactant: C(O[C:6](=[O:28])[NH:7][C@@H:8]([CH2:21][C:22]1[CH:27]=[CH:26][CH:25]=[CH:24][CH:23]=1)[CH:9]([C:11](=[O:20])[NH:12][CH2:13][C:14]1[CH:19]=[CH:18][CH:17]=[CH:16][CH:15]=1)[OH:10])(C)(C)C.FC(F)(F)C(O)=O.C(N(CC)C(C)C)(C)C.[CH3:45][N:46]1[C:54]2[C:49](=[CH:50][CH:51]=[CH:52][CH:53]=2)[CH:48]=[C:47]1[C:55]([NH:57][C@@H:58]([CH3:73])[C:59]([NH:61][C@@H:62]([CH2:66][C:67]1[CH:72]=[CH:71][CH:70]=[CH:69][CH:68]=1)C(O)=O)=[O:60])=[O:56].ON1C2C=CC=CC=2N=N1.Cl.CN(C)CCCN=C=NCC. Product: [CH2:21]([C@H:8]([NH:7][C:6]([C@@H:62]([NH:61][C:59]([C@@H:58]([NH:57][C:55]([C:47]1[N:46]([CH3:45])[C:54]2[C:49]([CH:48]=1)=[CH:50][CH:51]=[CH:52][CH:53]=2)=[O:56])[CH3:73])=[O:60])[CH2:66][C:67]1[CH:68]=[CH:69][CH:70]=[CH:71][CH:72]=1)=[O:28])[CH:9]([C:11](=[O:20])[NH:12][CH2:13][C:14]1[CH:15]=[CH:16][CH:17]=[CH:18][CH:19]=1)[OH:10])[C:22]1[CH:23]=[CH:24][CH:25]=[CH:26][CH:27]=1. The catalyst class is: 4. (5) The catalyst class is: 20. Product: [Cl:1][C:2]1[C:10]2[N:9]([CH2:11][CH2:12][OH:13])[C:8]3[CH2:17][CH2:18][N:19]([C:22]([O:24][C:25]([CH3:27])([CH3:26])[CH3:28])=[O:23])[CH2:20][CH2:21][C:7]=3[C:6]=2[C:5]([Cl:29])=[CH:4][CH:3]=1. Reactant: [Cl:1][C:2]1[C:10]2[N:9]([CH2:11][C:12](OCC)=[O:13])[C:8]3[CH2:17][CH2:18][N:19]([C:22]([O:24][C:25]([CH3:28])([CH3:27])[CH3:26])=[O:23])[CH2:20][CH2:21][C:7]=3[C:6]=2[C:5]([Cl:29])=[CH:4][CH:3]=1.[Li+].[BH4-].[OH-].[Na+].CCOC(C)=O. (6) The catalyst class is: 16. Reactant: Cl.[NH2:2][C@H:3]([C:5]1[C:6](=[O:20])[NH:7][C:8]2[C:13]([CH:14]=1)=[CH:12][C:11]([Cl:15])=[C:10]([O:16][CH:17]([CH3:19])[CH3:18])[CH:9]=2)[CH3:4].F[C:22]1[C:27](=[O:28])[N:26]([CH3:29])[C:25]([C:30]#[N:31])=[CH:24][CH:23]=1.CCN(C(C)C)C(C)C.O. Product: [Cl:15][C:11]1[CH:12]=[C:13]2[C:8](=[CH:9][C:10]=1[O:16][CH:17]([CH3:19])[CH3:18])[NH:7][C:6](=[O:20])[C:5]([C@@H:3]([NH:2][C:22]1[C:27](=[O:28])[N:26]([CH3:29])[C:25]([C:30]#[N:31])=[CH:24][CH:23]=1)[CH3:4])=[CH:14]2.